From a dataset of Catalyst prediction with 721,799 reactions and 888 catalyst types from USPTO. Predict which catalyst facilitates the given reaction. Reactant: [Br:1][C:2]1[C:3]([CH3:22])=[C:4]([NH:8][CH2:9][C:10]2[CH:14]=[C:13]([C:15]([CH3:18])([CH3:17])[CH3:16])[S:12][C:11]=2[C:19](O)=[O:20])[CH:5]=[CH:6][CH:7]=1.S(Cl)(Cl)=O. Product: [Br:1][C:2]1[C:3]([CH3:22])=[C:4]([N:8]2[C:19](=[O:20])[C:11]3[S:12][C:13]([C:15]([CH3:18])([CH3:17])[CH3:16])=[CH:14][C:10]=3[CH2:9]2)[CH:5]=[CH:6][CH:7]=1. The catalyst class is: 2.